From a dataset of Catalyst prediction with 721,799 reactions and 888 catalyst types from USPTO. Predict which catalyst facilitates the given reaction. (1) Reactant: [CH2:1]([C:4]1[C:13]2[O:12][CH2:11][C:10](=S)[NH:9][C:8]=2[CH:7]=[CH:6][CH:5]=1)[CH:2]=[CH2:3].O.[NH2:16][NH2:17]. Product: [CH2:1]([C:4]1[C:13]2[O:12][CH2:11]/[C:10](=[N:16]\[NH2:17])/[NH:9][C:8]=2[CH:7]=[CH:6][CH:5]=1)[CH:2]=[CH2:3]. The catalyst class is: 8. (2) Reactant: [CH3:1][N:2]([S:20]([C:23]1[S:24][CH:25]=[CH:26][CH:27]=1)(=[O:22])=[O:21])[C:3]1[CH:4]=[CH:5][CH:6]=[C:7]2[C:11]=1[NH:10][C:9]([C:12]1[S:13][CH:14]([C:17](O)=[O:18])[CH2:15][N:16]=1)=[CH:8]2.[NH:28]1[CH2:33][CH2:32][O:31][CH2:30][CH2:29]1.N1(O)C2C=CC=CC=2N=N1.Cl.CN(C)CCCN=C=NCC. Product: [CH3:1][N:2]([C:3]1[CH:4]=[CH:5][CH:6]=[C:7]2[C:11]=1[NH:10][C:9]([C:12]1[S:13][CH:14]([C:17]([N:28]3[CH2:33][CH2:32][O:31][CH2:30][CH2:29]3)=[O:18])[CH2:15][N:16]=1)=[CH:8]2)[S:20]([C:23]1[S:24][CH:25]=[CH:26][CH:27]=1)(=[O:21])=[O:22]. The catalyst class is: 145. (3) Reactant: [C@@H:1]1([O:12][C:13]2[C:18]([CH2:19][C:20]3[CH:25]=[CH:24][C:23]([CH2:26][CH2:27][O:28]COC)=[CH:22][CH:21]=3)=[C:17]([CH3:32])[CH:16]=[C:15]([CH3:33])[N:14]=2)[O:9][C@H:8]([CH2:10][OH:11])[C@@H:6]([OH:7])[C@H:4]([OH:5])[C@H:2]1[OH:3].C[Si](C)(C)Br.C(=O)(O)[O-].[Na+]. Product: [C@@H:1]1([O:12][C:13]2[C:18]([CH2:19][C:20]3[CH:25]=[CH:24][C:23]([CH2:26][CH2:27][OH:28])=[CH:22][CH:21]=3)=[C:17]([CH3:32])[CH:16]=[C:15]([CH3:33])[N:14]=2)[O:9][C@H:8]([CH2:10][OH:11])[C@@H:6]([OH:7])[C@H:4]([OH:5])[C@H:2]1[OH:3]. The catalyst class is: 4. (4) Reactant: [C:1]([C:3]1[C:8]([O:9][CH2:10][C:11]([O:13][CH2:14][CH3:15])=[O:12])=[CH:7][CH:6]=[CH:5][N:4]=1)#[N:2].[ClH:16]. Product: [ClH:16].[ClH:16].[NH2:2][CH2:1][C:3]1[C:8]([O:9][CH2:10][C:11]([O:13][CH2:14][CH3:15])=[O:12])=[CH:7][CH:6]=[CH:5][N:4]=1. The catalyst class is: 29. (5) Reactant: Cl.[NH2:2][C:3]1[CH:8]=[CH:7][C:6]([N:9]([CH2:13][CH3:14])[CH:10]([CH3:12])[CH3:11])=[CH:5][CH:4]=1.[OH:15][CH2:16][CH2:17][NH:18][C:19]1[CH:20]=[C:21]([OH:25])[CH:22]=[CH:23][CH:24]=1.[NH3:26].OO. Product: [CH2:13]([N:9]([CH:10]([CH3:11])[CH3:12])[C:6]1[CH:5]=[CH:4][C:3]([NH:2][C:22]2[C:21](=[O:25])[CH:20]=[C:19]([NH:18][CH2:17][CH2:16][OH:15])[C:24](=[N:26][C:3]3[CH:8]=[CH:7][C:6]([N:9]([CH2:13][CH3:14])[CH:10]([CH3:11])[CH3:12])=[CH:5][CH:4]=3)[CH:23]=2)=[CH:8][CH:7]=1)[CH3:14]. The catalyst class is: 97. (6) Reactant: [NH2:1][C:2]1[C:3]2[S:10][CH:9]=[C:8]([C:11]([NH:13][C:14]3[C:23]([CH3:24])=[CH:22][CH:21]=[C:20]4[C:15]=3[CH:16]=[CH:17][N:18]=[C:19]4[NH:25][C:26]3[CH:34]=[C:33]4[C:29]([CH:30]=[N:31][N:32]4C(OC(C)(C)C)=O)=[CH:28][CH:27]=3)=[O:12])[C:4]=2[N:5]=[CH:6][N:7]=1.[ClH:42]. Product: [ClH:42].[NH:32]1[C:33]2[C:29](=[CH:28][CH:27]=[C:26]([NH:25][C:19]3[C:20]4[C:15](=[C:14]([NH:13][C:11]([C:8]5[C:4]6[N:5]=[CH:6][N:7]=[C:2]([NH2:1])[C:3]=6[S:10][CH:9]=5)=[O:12])[C:23]([CH3:24])=[CH:22][CH:21]=4)[CH:16]=[CH:17][N:18]=3)[CH:34]=2)[CH:30]=[N:31]1. The catalyst class is: 13. (7) Reactant: [F:1][C:2]1([F:39])[CH2:4][CH:3]1[CH2:5][N:6]1[C:14]2[C:9](=[N:10][C:11]([C:15]3[CH:16]=[C:17]([CH:32]=[CH:33][C:34]=3[CH3:35])[CH2:18][N:19]3[CH2:24][CH2:23][N:22](C(OC(C)(C)C)=O)[CH2:21][CH2:20]3)=[CH:12][CH:13]=2)[N:8]([CH3:36])[S:7]1(=[O:38])=[O:37].C(O)(C(F)(F)F)=O.C1(C)C=CC=CC=1. Product: [F:39][C:2]1([F:1])[CH2:4][CH:3]1[CH2:5][N:6]1[C:14]2[C:9](=[N:10][C:11]([C:15]3[CH:16]=[C:17]([CH2:18][N:19]4[CH2:24][CH2:23][NH:22][CH2:21][CH2:20]4)[CH:32]=[CH:33][C:34]=3[CH3:35])=[CH:12][CH:13]=2)[N:8]([CH3:36])[S:7]1(=[O:38])=[O:37]. The catalyst class is: 2. (8) Reactant: [C:1]1([CH2:7][N:8]2[CH2:13][CH2:12][N:11]([CH2:14]C3C=CC=CC=3)[CH2:10][CH:9]2[C:21]([O:23]CC)=O)[CH:6]=[CH:5][CH:4]=[CH:3][CH:2]=1.[CH2:26]([Mg]Br)[C:27]1[CH:32]=[CH:31][CH:30]=[CH:29][CH:28]=1.[Cl-].[NH4+]. Product: [C:27]1([CH2:26][C:21]([CH2:26][C:27]2[CH:32]=[CH:31][CH:30]=[CH:29][CH:28]=2)([CH:9]2[CH2:10][N:11]([CH2:14][C:1]3[CH:6]=[CH:5][CH:4]=[CH:3][CH:2]=3)[CH2:12][CH2:13][N:8]2[CH2:7][C:1]2[CH:2]=[CH:3][CH:4]=[CH:5][CH:6]=2)[OH:23])[CH:32]=[CH:31][CH:30]=[CH:29][CH:28]=1. The catalyst class is: 7. (9) Reactant: [Br:1][C:2]1[C:11]([O:12][CH2:13][C:14]#[N:15])=[CH:10][CH:9]=[C:8]2[C:3]=1[CH:4]=[CH:5][C:6]([CH2:16][N:17]([CH3:34])[C:18]([C:20]1[CH:21]=[N:22][N:23]([C:28]3[CH:33]=[CH:32][CH:31]=[CH:30][CH:29]=3)[C:24]=1[CH2:25][CH2:26][CH3:27])=[O:19])=[CH:7]2.[N-:35]=[N+:36]=[N-:37].[Na+].[Cl-].[NH4+].[OH-].[Na+]. Product: [Br:1][C:2]1[C:11]([O:12][CH2:13][C:14]2[NH:37][N:36]=[N:35][N:15]=2)=[CH:10][CH:9]=[C:8]2[C:3]=1[CH:4]=[CH:5][C:6]([CH2:16][N:17]([CH3:34])[C:18]([C:20]1[CH:21]=[N:22][N:23]([C:28]3[CH:29]=[CH:30][CH:31]=[CH:32][CH:33]=3)[C:24]=1[CH2:25][CH2:26][CH3:27])=[O:19])=[CH:7]2. The catalyst class is: 18.